This data is from Catalyst prediction with 721,799 reactions and 888 catalyst types from USPTO. The task is: Predict which catalyst facilitates the given reaction. Product: [Cl:21][C:19]1[CH:20]=[C:15]([NH:13][C:10]2[N:11]=[N:12][C:7]([C:4]3[CH:3]=[CH:2][N:1]=[CH:6][CH:5]=3)=[CH:8][CH:9]=2)[C:16](=[O:22])[NH:17][N:18]=1. The catalyst class is: 102. Reactant: [N:1]1[CH:6]=[CH:5][C:4]([C:7]2[N:12]=[N:11][C:10]([NH2:13])=[CH:9][CH:8]=2)=[CH:3][CH:2]=1.Br[C:15]1[C:16](=[O:22])[NH:17][N:18]=[C:19]([Cl:21])[CH:20]=1.C(=O)([O-])[O-].[Cs+].[Cs+].CC1(C)C2C(=C(P(C3C=CC=CC=3)C3C=CC=CC=3)C=CC=2)OC2C(P(C3C=CC=CC=3)C3C=CC=CC=3)=CC=CC1=2.